Task: Regression. Given two drug SMILES strings and cell line genomic features, predict the synergy score measuring deviation from expected non-interaction effect.. Dataset: NCI-60 drug combinations with 297,098 pairs across 59 cell lines (1) Drug 1: C1=NC2=C(N1)C(=S)N=C(N2)N. Drug 2: CC(C1=C(C=CC(=C1Cl)F)Cl)OC2=C(N=CC(=C2)C3=CN(N=C3)C4CCNCC4)N. Cell line: SK-MEL-2. Synergy scores: CSS=-2.27, Synergy_ZIP=-5.83, Synergy_Bliss=-8.57, Synergy_Loewe=-11.7, Synergy_HSA=-11.2. (2) Drug 1: CCC1(CC2CC(C3=C(CCN(C2)C1)C4=CC=CC=C4N3)(C5=C(C=C6C(=C5)C78CCN9C7C(C=CC9)(C(C(C8N6C)(C(=O)OC)O)OC(=O)C)CC)OC)C(=O)OC)O.OS(=O)(=O)O. Drug 2: C1CN(P(=O)(OC1)NCCCl)CCCl. Cell line: HOP-92. Synergy scores: CSS=-2.36, Synergy_ZIP=1.34, Synergy_Bliss=0.218, Synergy_Loewe=-0.801, Synergy_HSA=-2.12. (3) Drug 1: CC1C(C(CC(O1)OC2CC(CC3=C2C(=C4C(=C3O)C(=O)C5=C(C4=O)C(=CC=C5)OC)O)(C(=O)CO)O)N)O.Cl. Drug 2: CN(CCCl)CCCl.Cl. Cell line: HL-60(TB). Synergy scores: CSS=70.8, Synergy_ZIP=1.54, Synergy_Bliss=2.76, Synergy_Loewe=-1.66, Synergy_HSA=4.36. (4) Drug 1: CN(C(=O)NC(C=O)C(C(C(CO)O)O)O)N=O. Drug 2: CC1CCCC2(C(O2)CC(NC(=O)CC(C(C(=O)C(C1O)C)(C)C)O)C(=CC3=CSC(=N3)C)C)C. Cell line: UACC-257. Synergy scores: CSS=16.6, Synergy_ZIP=-3.03, Synergy_Bliss=-3.62, Synergy_Loewe=-3.04, Synergy_HSA=0.184. (5) Drug 1: CCC1=C2CN3C(=CC4=C(C3=O)COC(=O)C4(CC)O)C2=NC5=C1C=C(C=C5)O. Drug 2: CCCCC(=O)OCC(=O)C1(CC(C2=C(C1)C(=C3C(=C2O)C(=O)C4=C(C3=O)C=CC=C4OC)O)OC5CC(C(C(O5)C)O)NC(=O)C(F)(F)F)O. Cell line: SW-620. Synergy scores: CSS=42.8, Synergy_ZIP=-3.43, Synergy_Bliss=-3.26, Synergy_Loewe=-8.42, Synergy_HSA=-1.21.